Dataset: Ames mutagenicity test results for genotoxicity prediction. Task: Regression/Classification. Given a drug SMILES string, predict its toxicity properties. Task type varies by dataset: regression for continuous values (e.g., LD50, hERG inhibition percentage) or binary classification for toxic/non-toxic outcomes (e.g., AMES mutagenicity, cardiotoxicity, hepatotoxicity). Dataset: ames. (1) The result is 0 (non-mutagenic). The drug is CC1(C)CCCC(C)(C)N1O. (2) The compound is C/C=C1\C[C@@H]2C=C[C@H]1C2. The result is 0 (non-mutagenic). (3) The drug is O=C1c2ccc(O)c(O)c2C(=O)c2c(O)ccc(O)c21. The result is 1 (mutagenic). (4) The molecule is COC(=O)C(C)CN=[N+]=[N-]. The result is 1 (mutagenic). (5) The drug is O=C1c2ccccc2-c2ccc([N+](=O)[O-])cc21. The result is 1 (mutagenic). (6) The molecule is Nc1c2ccccc2nc2ccc(Cl)cc12. The result is 1 (mutagenic). (7) The drug is COP(=S)(OC)SCn1nnc2ccccc2c1=O. The result is 1 (mutagenic). (8) The drug is CCCC(=O)O. The result is 0 (non-mutagenic). (9) The compound is O=C(O)/C=C\C(=O)O. The result is 0 (non-mutagenic).